Dataset: Full USPTO retrosynthesis dataset with 1.9M reactions from patents (1976-2016). Task: Predict the reactants needed to synthesize the given product. (1) Given the product [CH3:15][O:14][C:12]1[CH:13]=[C:5]2[C:6](=[CH:10][CH:11]=1)[C:7](=[O:8])[NH:16][C:1](=[O:2])[CH2:4]2, predict the reactants needed to synthesize it. The reactants are: [C:1]([CH2:4][C:5]1[CH:13]=[C:12]([O:14][CH3:15])[CH:11]=[CH:10][C:6]=1[C:7](O)=[O:8])(O)=[O:2].[NH2:16]C(N)=O. (2) Given the product [CH3:8][C:1]1[CH:2]=[C:3]([CH2:7][C:21]([O:14][CH2:15][CH3:18])=[O:23])[CH:4]=[CH:5][CH:6]=1, predict the reactants needed to synthesize it. The reactants are: [C:1]1([CH3:8])[CH:6]=[CH:5][CH:4]=[C:3]([CH3:7])[CH:2]=1.C(O[O:14][C:15]([CH3:18])(C)C)(C)(C)C.[C]=O.[CH2:21]([OH:23])C. (3) Given the product [CH3:34][C:35]1[CH:36]=[C:37]([NH:38][C:5]2[N:10]=[C:9]([C:11]3[N:12]=[CH:13][S:14][C:15]=3[C:16]#[N:17])[CH:8]=[CH:7][N:6]=2)[CH:39]=[C:40]([CH3:42])[CH:41]=1, predict the reactants needed to synthesize it. The reactants are: CS([C:5]1[N:10]=[C:9]([C:11]2[N:12]=[CH:13][S:14][C:15]=2[C:16]#[N:17])[CH:8]=[CH:7][N:6]=1)(=O)=O.CS(C1N=C(C2N=CSC=2C#N)C=CN=1)=O.[CH3:34][C:35]1[CH:36]=[C:37]([CH:39]=[C:40]([CH3:42])[CH:41]=1)[NH2:38]. (4) Given the product [C:1]([NH:20][C@@H:21]([CH2:24][CH3:25])[CH:22]([OH:23])[CH2:26][CH3:27])([C:8]1[CH:13]=[CH:12][CH:11]=[CH:10][CH:9]=1)([C:14]1[CH:15]=[CH:16][CH:17]=[CH:18][CH:19]=1)[C:2]1[CH:7]=[CH:6][CH:5]=[CH:4][CH:3]=1, predict the reactants needed to synthesize it. The reactants are: [C:1]([NH:20][C@H:21]([CH2:24][CH3:25])[CH:22]=[O:23])([C:14]1[CH:19]=[CH:18][CH:17]=[CH:16][CH:15]=1)([C:8]1[CH:13]=[CH:12][CH:11]=[CH:10][CH:9]=1)[C:2]1[CH:7]=[CH:6][CH:5]=[CH:4][CH:3]=1.[CH2:26]([Mg]Br)[CH3:27].O.